Dataset: Full USPTO retrosynthesis dataset with 1.9M reactions from patents (1976-2016). Task: Predict the reactants needed to synthesize the given product. (1) Given the product [Br:1][C:2]1[CH:7]=[N:6][C:5]([Cl:12])=[C:4]([CH:3]=1)[C:9]#[N:10], predict the reactants needed to synthesize it. The reactants are: [Br:1][C:2]1[CH:3]=[C:4]([C:9]#[N:10])[C:5](=O)[NH:6][CH:7]=1.P(Cl)(Cl)(Cl)(Cl)[Cl:12].O=P(Cl)(Cl)Cl. (2) Given the product [Cl:1][C:2]1[CH:7]=[CH:6][CH:5]=[CH:4][C:3]=1[C:8]1[C:12]([C:13]2[NH:17][CH:16]=[CH:15][N:14]=2)=[CH:11][N:10]([C:26]2[C:31]([CH3:32])=[CH:30][N:29]=[C:28]([NH:33][C:34](=[O:36])[CH3:35])[CH:27]=2)[N:9]=1, predict the reactants needed to synthesize it. The reactants are: [Cl:1][C:2]1[CH:7]=[CH:6][CH:5]=[CH:4][C:3]=1[C:8]1[C:12]([C:13]2[N:14](COCC[Si](C)(C)C)[CH:15]=[CH:16][N:17]=2)=[CH:11][N:10]([C:26]2[C:31]([CH3:32])=[CH:30][N:29]=[C:28]([N:33](CC3C=CC(OC)=CC=3OC)[C:34](=[O:36])[CH3:35])[CH:27]=2)[N:9]=1.C(O)(C(F)(F)F)=O. (3) Given the product [Cl:1][C:2]1[S:6][C:5]([S:7]([NH:10][C:11]2[CH:19]=[CH:18][C:14]([C:15]([O:17][CH:30]([CH2:29][O:28][CH3:27])[CH2:31][CH3:32])=[O:16])=[C:13]([OH:20])[CH:12]=2)(=[O:9])=[O:8])=[CH:4][C:3]=1[C:21]1[CH:22]=[CH:23][CH:24]=[CH:25][CH:26]=1, predict the reactants needed to synthesize it. The reactants are: [Cl:1][C:2]1[S:6][C:5]([S:7]([NH:10][C:11]2[CH:19]=[CH:18][C:14]([C:15]([OH:17])=[O:16])=[C:13]([OH:20])[CH:12]=2)(=[O:9])=[O:8])=[CH:4][C:3]=1[C:21]1[CH:26]=[CH:25][CH:24]=[CH:23][CH:22]=1.[CH3:27][O:28][CH2:29][CH:30](O)[CH2:31][CH3:32]. (4) Given the product [C:30]([O:29][C:27]([N:21]1[CH2:26][CH2:25][N:24]([C:2]2[CH:20]=[CH:19][C:5]3[C:6]4[N:11]([CH:12]([CH3:14])[CH2:13][C:4]=3[CH:3]=2)[CH:10]=[C:9]([C:15]([OH:17])=[O:16])[C:8](=[O:18])[CH:7]=4)[CH2:23][CH2:22]1)=[O:28])([CH3:33])([CH3:31])[CH3:32], predict the reactants needed to synthesize it. The reactants are: Br[C:2]1[CH:20]=[CH:19][C:5]2[C:6]3[N:11]([CH:12]([CH3:14])[CH2:13][C:4]=2[CH:3]=1)[CH:10]=[C:9]([C:15]([OH:17])=[O:16])[C:8](=[O:18])[CH:7]=3.[N:21]1([C:27]([O:29][C:30]([CH3:33])([CH3:32])[CH3:31])=[O:28])[CH2:26][CH2:25][NH:24][CH2:23][CH2:22]1.C([O-])([O-])=O.[K+].[K+].N1CCC[C@H]1C(O)=O. (5) The reactants are: [C:1]([C:4]1[N:5]=[C:6]([N:9]2[CH2:13][CH2:12][C@@H:11]([OH:14])[CH2:10]2)[S:7][CH:8]=1)(=[O:3])[NH2:2].[CH3:15][S:16](Cl)(=[O:18])=[O:17].C(N(CC)CC)C.CO. Given the product [C:1]([C:4]1[N:5]=[C:6]([N:9]2[CH2:13][CH2:12][C@@H:11]([O:14][S:16]([CH3:15])(=[O:18])=[O:17])[CH2:10]2)[S:7][CH:8]=1)(=[O:3])[NH2:2], predict the reactants needed to synthesize it. (6) Given the product [CH3:1][C:2]1[C:6]([C:7]2[CH:12]=[C:11]([N:13]3[CH2:14][CH2:15][O:16][CH2:17][CH2:18]3)[N:10]=[C:9]([NH:19][C:20]3[CH:21]=[C:22]([C:26]4([C:30]([OH:36])=[O:34])[CH2:29][CH2:28][CH2:27]4)[CH:23]=[CH:24][CH:25]=3)[N:8]=2)=[C:5]([CH3:32])[O:4][N:3]=1, predict the reactants needed to synthesize it. The reactants are: [CH3:1][C:2]1[C:6]([C:7]2[CH:12]=[C:11]([N:13]3[CH2:18][CH2:17][O:16][CH2:15][CH2:14]3)[N:10]=[C:9]([NH:19][C:20]3[CH:21]=[C:22]([C:26]4([C:30]#N)[CH2:29][CH2:28][CH2:27]4)[CH:23]=[CH:24][CH:25]=3)[N:8]=2)=[C:5]([CH3:32])[O:4][N:3]=1.Cl.[OH-:34].[Na+].[OH2:36]. (7) Given the product [CH:4]1([C@H:8]([NH:10][C:11]2[N:19]=[C:18]([C:20]3[NH:24][C:23](=[O:25])[O:22][N:21]=3)[N:17]=[C:16]3[C:12]=2[N:13]([CH2:32][C@H:33]2[CH2:34][CH2:35][C@H:36]([CH3:39])[CH2:37][CH2:38]2)[C:14]([C:26]([OH:31])([CH3:1])[C:27]([CH3:30])([CH3:29])[CH3:28])=[N:15]3)[CH3:9])[CH2:7][CH2:6][CH2:5]1, predict the reactants needed to synthesize it. The reactants are: [CH3:1][Mg+].[Br-].[CH:4]1([C@H:8]([NH:10][C:11]2[N:19]=[C:18]([C:20]3[NH:24][C:23](=[O:25])[O:22][N:21]=3)[N:17]=[C:16]3[C:12]=2[N:13]([CH2:32][C@H:33]2[CH2:38][CH2:37][C@H:36]([CH3:39])[CH2:35][CH2:34]2)[C:14]([C:26](=[O:31])[C:27]([CH3:30])([CH3:29])[CH3:28])=[N:15]3)[CH3:9])[CH2:7][CH2:6][CH2:5]1.